This data is from Human Reference Interactome with 51,813 positive PPI pairs across 8,248 proteins, plus equal number of experimentally-validated negative pairs. The task is: Binary Classification. Given two protein amino acid sequences, predict whether they physically interact or not. (1) Protein 1 (ENSG00000121039) has sequence MNIVVEFFVVTFKVLWAFVLAAARWLVRPKEKSVAGQVCLITGAGSGLGRLFALEFARRRALLVLWDINTQSNEETAGMVRHIYRDLEAADAAALQAGNGEEEILPHCNLQVFTYTCDVGKRENVYLTAERVRKEVGEVSVLVNNAGVVSGHHLLECPDELIERTMMVNCHAHFWTTKAFLPTMLEINHGHIVTVASSLGLFSTAGVEDYCASKFGVVGFHESLSHELKAAEKDGIKTTLVCPYLVDTGMFRGCRIRKEIEPFLPPLKPDYCVKQAMKAILTDQPMICTPRLMYIVTFMK.... Protein 2 (ENSG00000147127) has sequence MSAFGHDEAWMEAGGFGLEAAERTEYQSLCKSKLLFLGEQSGKTSIISRFMYNSFGCACQATVGIDFLSKTMYLEDQIVQLQLWDTAGQERFHSLIPSYIRDSTIAVVVYDITNINSFKETDKWVEHVRAERGDDVVIMLLGNKIDLDNKRQVTAEQGEEKSRNLNVMFIETSAKTGYNVKKLFRRVASALLSTRTSPPPKEGTVEIELESFEESGNRSYC*MSAFGHDEAWMEAGGFGLEAAERTEYQSLCKSKLLFLGEQSVGKTSIISRFMYNSFGCACQATVGIDFLSKTMYLEDQ.... Result: 0 (the proteins do not interact). (2) Protein 1 (ENSG00000163002) has sequence MAAFAVEPQGPALGSEPMMLGSPTSPKPGVNAQFLPGFLMGDLPAPVTPQPRSISGPSVGVMEMRSPLLAGGSPPQPVVPAHKDKSGAPPVRSIYDDISSPGLGSTPLTSRRQPNISVMQSPLVGVTSTPGTGQSMFSPASIGQPRKTTLSPAQLDPFYTQGDSLTSEDHLDDSWVTVFGFPQASASYILLQFAQYGNILKHVMSNTGNWMHIRYQSKLQARKALSKDGRIFGESIMIGVKPCIDKSVMESSDRCALSSPSLAFTPPIKTLGTPTQPGSTPRISTMRPLATAYKASTSDY.... Protein 2 (ENSG00000174842) has sequence MAVEELQSIIKRCQILEEQDFKEEDFGLFQLAGQRCIEEGHTDQLLEIIQNEKNKVIIKNMGWNLVGPVVRCLLCKDKEDSKRKVYFLIFDLLVKLCNPKELLLGLLELIEEPSGKQISQSILLLLQPLQTVIQKLHNKAYSIGLALSTLWNQLSLLPVPYSKEQIQMDDYGLCQCCKALIEFTKPFVEEVIDNKENSLENEKLKDELLKFCFKSLKCPLLTAQFFEQSEEGGNDPFRYFASEIIGFLSAIGHPFPKMIFNHGRKKRTWNYLEFEEEENKQLADSMASLAYLVFVQGIHI.... Result: 0 (the proteins do not interact). (3) Protein 1 (ENSG00000092010) has sequence MAMLRVQPEAQAKVDVFREDLCTKTENLLGSYFPKKISELDAFLKEPALNEANLSNLKAPLDIPVPDPVKEKEKEERKKQQEKEDKDEKKKGEDEDKGPPCGPVNCNEKIVVLLQRLKPEIKDVIEQLNLVTTWLQLQIPRIEDGNNFGVAVQEKVFELMTSLHTKLEGFHTQISKYFSERGDAVTKAAKQPHVGDYRQLVHELDEAEYRDIRLMVMEIRNAYAVLYDIILKNFEKLKKPRGETKGMIY*MAMLRVQPEAQAKVDVFREDLCTKTENLLGSYFPKKISELDAFLKEPALN.... Protein 2 (ENSG00000184787) has sequence MNEENFFEWEALIMGPEDTCFEFGVFPAILSFPLDYPLSPPKMRFTCEMFHPNIYPDGRVCISILHAPGDDPMGYESSAERWSPVQSVEKILLSVVSMLAEPNDESGANVDASKMWRDDREQFYKIAKQIVQKSLGL*MAGTALKRLMAEYKQLTLNPPEGIVAGPMNEENFFEWEALIMGPEDTCFEFGVFPAILSFPLDYPLSPPKMRFTCEMFHPNIYPDGRVCISILHAPGDDPMGYESSAERWSPVQSVEKILLSVVSMLAEPNDESGANVDASKMWRDDREQFYKIAKQIVQKS.... Result: 0 (the proteins do not interact). (4) Protein 1 (ENSG00000204370) has sequence MAVLWRLSAVCGALGGRALLLRTPVVRPAHISAFLQDRPIPEWCGVQHIHLSPSHHSGSKAASLHWTSERVVSVLLLGLLPAAYLNPCSAMDYSLAAALTLHGHWGLGQVVTDYVHGDALQKAAKAGLLALSALTFAGLCYFNYHDVGICKAVAMLWKL*XWRLSAVCGALGGRALLLRTPVVRPAHISAFLQDRPIPEWCGVQHIHLSPSHHSGSKAASLHWTSERVVSVLLLGLLPAAYLNPCSAMDYSLAAALTLHGH*MAVLWRLSAVCGALGGRALLLRTPVVRPAHISAFLQDR.... Protein 2 (ENSG00000184752) has sequence MELVQVLKRGLQQITGHGGLRGYLRVFFRTNDAKVGTLVGEDKYGNKYYEDNKQFFGRHRWVVYTTEMNGKNTFWDVDGSMVPPEWHRWLHSMTDDPPTTKPLTARKFIWTNHKFNVTGTPEQYVPYSTTRKKIQEWIPPSTPYK*MELVQVLKRGLQQITGHGGLRGYLRVFFRTNDAKKEDSGVDPTFNTLQVKTMKNS*RVFFRTNDAKVGTLVGEDKYGNKYYEDNKQFFDEETEAQGSIFTKET*MELVQVLKRGLQQITGHGGLRGYLRVFFRTNDAKVGTLVGEDKYGNKYYE.... Result: 0 (the proteins do not interact). (5) Protein 1 (ENSG00000124357) has sequence MAAIYGGVEGGGTRSEVLLVSEDGKILAEADGLSTNHWLIGTDKCVERINEMVNRAKRKAGVDPLVPLRSLGLSLSGGDQEDAGRILIEELRDRFPYLSESYLITTDAAGSIATATPDGGVVLISGTGSNCRLINPDGSESGCGGWGHMMGDEGSAYWIAHQAVKIVFDSIDNLEAAPHDIGYVKQAMFHYFQVPDRLGILTHLYRDFDKCRFAGFCRKIAEGAQQGDPLSRYIFRKAGEMLGRHIVAVLPEIDPVLFQGKIGLPILCVGSVWKSWELLKEGFLLALTQGREIQAQNFFS.... Protein 2 (ENSG00000166046) has sequence MPFNGEKQCVGEDQPSDSDSSRFSESMASLSDYECSRQSFASDSSSKSSSPASTSPPRVVTFDEVMATARNLSNLTLAHEIAVNENFQLKQEALPEKSLAGRVKHIVHQAFWDVLDSELNADPPEFEHAIKLFEEIREILLSFLTPGGNRLRNQICEVLDTDLIRQQAEHSAVDIQGLANYVISTMGKLCAPVRDNDIRELKATGNIVEVLRQIFHVLDLMQMDMANFTIMSLRPHLQRQLVEYERTKFQEILEETPSALDQTTEWIKESVNEELFSLSESALTPGAENTSKPSLSPTLV.... Result: 0 (the proteins do not interact).